Predict the reactants needed to synthesize the given product. From a dataset of Full USPTO retrosynthesis dataset with 1.9M reactions from patents (1976-2016). (1) Given the product [NH2:18][C:9]1[C:8]2[N:7]=[C:6]([CH2:19][CH2:20][O:21][CH3:22])[N:5]([CH2:4][CH2:3][CH2:2][NH:1][S:29]([C:26]3[CH:27]=[CH:28][C:23]([CH3:33])=[CH:24][CH:25]=3)(=[O:31])=[O:30])[C:17]=2[C:16]2[CH:15]=[CH:14][CH:13]=[CH:12][C:11]=2[N:10]=1, predict the reactants needed to synthesize it. The reactants are: [NH2:1][CH2:2][CH2:3][CH2:4][N:5]1[C:17]2[C:16]3[CH:15]=[CH:14][CH:13]=[CH:12][C:11]=3[N:10]=[C:9]([NH2:18])[C:8]=2[N:7]=[C:6]1[CH2:19][CH2:20][O:21][CH3:22].[C:23]1([CH3:33])[CH:28]=[CH:27][C:26]([S:29](Cl)(=[O:31])=[O:30])=[CH:25][CH:24]=1. (2) Given the product [F:1][C:2]([F:39])([F:40])[C:3]1[CH:4]=[C:5]([CH:13]2[CH2:14][N:15]([CH2:16][C:17]3[CH:22]=[C:21]([C:23]([F:24])([F:25])[F:26])[CH:20]=[CH:19][C:18]=3[C:27]3[CH:32]=[C:31]([CH:33]([CH3:35])[CH3:34])[CH:30]=[CH:29][C:28]=3[O:36][CH3:37])[C:51](=[O:53])[NH:38]2)[CH:6]=[C:7]([C:9]([F:11])([F:10])[F:12])[CH:8]=1, predict the reactants needed to synthesize it. The reactants are: [F:1][C:2]([F:40])([F:39])[C:3]1[CH:4]=[C:5]([CH:13]([NH2:38])[CH2:14][NH:15][CH2:16][C:17]2[CH:22]=[C:21]([C:23]([F:26])([F:25])[F:24])[CH:20]=[CH:19][C:18]=2[C:27]2[CH:32]=[C:31]([CH:33]([CH3:35])[CH3:34])[CH:30]=[CH:29][C:28]=2[O:36][CH3:37])[CH:6]=[C:7]([C:9]([F:12])([F:11])[F:10])[CH:8]=1.CCN(C(C)C)C(C)C.Cl[C:51](Cl)([O:53]C(=O)OC(Cl)(Cl)Cl)Cl.C([O-])(O)=O.[Na+].